Dataset: CYP2C9 inhibition data for predicting drug metabolism from PubChem BioAssay. Task: Regression/Classification. Given a drug SMILES string, predict its absorption, distribution, metabolism, or excretion properties. Task type varies by dataset: regression for continuous measurements (e.g., permeability, clearance, half-life) or binary classification for categorical outcomes (e.g., BBB penetration, CYP inhibition). Dataset: cyp2c9_veith. (1) The result is 0 (non-inhibitor). The drug is c1ccc(Nc2nc(-c3ccoc3)nc3ccccc23)cc1. (2) The compound is Cc1cc(C)n(-c2cc(N3CCN(C(=O)c4cccc(Br)c4)CC3)ccc2[N+](=O)[O-])n1. The result is 1 (inhibitor). (3) The molecule is O=C(O)c1cccc(OCCO)c1. The result is 0 (non-inhibitor).